This data is from Forward reaction prediction with 1.9M reactions from USPTO patents (1976-2016). The task is: Predict the product of the given reaction. (1) The product is: [C:15]12([P:25]([C:27]34[CH2:28][CH:29]5[CH2:30][CH:31]([CH2:32][CH:33]([CH2:35]5)[CH2:34]3)[CH2:36]4)[C:3]3[CH:8]=[CH:7][CH:6]=[CH:5][C:4]=3[C:9]3[CH:14]=[CH:13][CH:12]=[CH:11][CH:10]=3)[CH2:16][CH:17]3[CH2:23][CH:21]([CH2:20][CH:19]([CH2:18]3)[CH2:24]1)[CH2:22]2. Given the reactants [Mg].Br[C:3]1[CH:8]=[CH:7][CH:6]=[CH:5][C:4]=1[C:9]1[CH:14]=[CH:13][CH:12]=[CH:11][CH:10]=1.[C:15]12([P:25]([C:27]34[CH2:36][CH:31]5[CH2:32][CH:33]([CH2:35][CH:29]([CH2:30]5)[CH2:28]3)[CH2:34]4)Cl)[CH2:24][CH:19]3[CH2:20][CH:21]([CH2:23][CH:17]([CH2:18]3)[CH2:16]1)[CH2:22]2.CCOCC, predict the reaction product. (2) Given the reactants I[C:2]1[C:10]2[C:5](=[CH:6][CH:7]=[C:8]([NH:11][S:12]([C:15]3[CH:20]=[CH:19][CH:18]=[CH:17][C:16]=3[S:21]([CH3:24])(=[O:23])=[O:22])(=[O:14])=[O:13])[CH:9]=2)[N:4](C(OC(C)(C)C)=O)[N:3]=1.[NH2:32][C:33]1[CH:34]=[C:35](B(O)O)[CH:36]=[CH:37][CH:38]=1.C(=O)([O-])O.[Na+], predict the reaction product. The product is: [NH2:32][C:33]1[CH:38]=[C:37]([C:2]2[C:10]3[C:5](=[CH:6][CH:7]=[C:8]([NH:11][S:12]([C:15]4[CH:20]=[CH:19][CH:18]=[CH:17][C:16]=4[S:21]([CH3:24])(=[O:22])=[O:23])(=[O:13])=[O:14])[CH:9]=3)[NH:4][N:3]=2)[CH:36]=[CH:35][CH:34]=1. (3) Given the reactants ClC1C=C(C(N)C)C2OCOC=2C=1.FC1C=C(F)C=CC=1S(C)(=O)=O.C(N(C(C)C)CC)(C)C.[Cl:35][C:36]1[CH:44]=[C:43]([CH:45]([NH:47][C:48]2[CH:53]=[C:52](F)[CH:51]=[CH:50][C:49]=2[S:55]([CH3:58])(=[O:57])=[O:56])[CH3:46])[C:39]2[O:40][CH2:41][O:42][C:38]=2[CH:37]=1.[NH:59]1[CH2:64][CH2:63][NH:62][CH2:61][CH2:60]1, predict the reaction product. The product is: [Cl:35][C:36]1[CH:44]=[C:43]([CH:45]([NH:47][C:48]2[CH:53]=[C:52]([N:59]3[CH2:64][CH2:63][NH:62][CH2:61][CH2:60]3)[CH:51]=[CH:50][C:49]=2[S:55]([CH3:58])(=[O:57])=[O:56])[CH3:46])[C:39]2[O:40][CH2:41][O:42][C:38]=2[CH:37]=1. (4) Given the reactants [F:1][C:2]1[CH:13]=[CH:12][C:5]([CH2:6][N:7]2[CH2:11][CH:10]=[CH:9][CH2:8]2)=[CH:4][CH:3]=1.O.[OH:15]S(O)(=O)=O.ClC1C=C(C=CC=1)C(OO)=O, predict the reaction product. The product is: [F:1][C:2]1[CH:13]=[CH:12][C:5]([CH2:6][N:7]2[CH2:11][CH:10]3[O:15][C:9]3=[CH:8]2)=[CH:4][CH:3]=1. (5) The product is: [CH3:21][O:22][C:23]1[CH:24]=[C:25]([CH:29]=[CH:30][C:31]=1[O:32][CH3:33])[CH2:26][CH2:27][N:15]1[CH2:16][C:17](=[O:18])[N:13]([C:11]2[CH:10]=[N:9][N:8]([CH2:7][C:6]3[C:2]([CH3:1])=[N:3][O:4][C:5]=3[CH3:20])[CH:12]=2)[C:14]1=[O:19]. Given the reactants [CH3:1][C:2]1[C:6]([CH2:7][N:8]2[CH:12]=[C:11]([N:13]3[C:17](=[O:18])[CH2:16][NH:15][C:14]3=[O:19])[CH:10]=[N:9]2)=[C:5]([CH3:20])[O:4][N:3]=1.[CH3:21][O:22][C:23]1[CH:24]=[C:25]([CH:29]=[CH:30][C:31]=1[O:32][CH3:33])[CH2:26][CH2:27]Br, predict the reaction product.